From a dataset of Reaction yield outcomes from USPTO patents with 853,638 reactions. Predict the reaction yield, written as a fraction of the theoretical maximum amount of product (1.0 means a 100% yield; for example, 0.34 means a 34% yield). (1) The reactants are [Br:1][C:2]1[CH:7]=[CH:6][C:5]([CH2:8][CH:9]([N+:11]([O-])=O)[CH3:10])=[C:4]([Cl:14])[CH:3]=1.[NH4+].[Cl-]. The catalyst is CO.O.[Fe]. The product is [Br:1][C:2]1[CH:7]=[CH:6][C:5]([CH2:8][CH:9]([NH2:11])[CH3:10])=[C:4]([Cl:14])[CH:3]=1. The yield is 0.590. (2) The reactants are [CH3:1][O:2][C:3]1[C:10]([O:11][CH3:12])=[CH:9][C:6]([CH:7]=[O:8])=[C:5](Br)[CH:4]=1.C(=O)([O-])[O-].[Na+].[Na+].[CH3:20][O:21][C:22]1[CH:23]=[C:24](B(O)O)[CH:25]=[CH:26][CH:27]=1. The catalyst is C1(C)C=CC=CC=1.C(O)C.C1C=CC([P]([Pd]([P](C2C=CC=CC=2)(C2C=CC=CC=2)C2C=CC=CC=2)([P](C2C=CC=CC=2)(C2C=CC=CC=2)C2C=CC=CC=2)[P](C2C=CC=CC=2)(C2C=CC=CC=2)C2C=CC=CC=2)(C2C=CC=CC=2)C2C=CC=CC=2)=CC=1. The product is [CH3:20][O:21][C:22]1[CH:27]=[C:26]([C:5]2[CH:4]=[C:3]([O:2][CH3:1])[C:10]([O:11][CH3:12])=[CH:9][C:6]=2[CH:7]=[O:8])[CH:25]=[CH:24][CH:23]=1. The yield is 0.980. (3) The reactants are [F:1][C:2]1([F:7])[CH2:5][CH:4]([OH:6])[CH2:3]1.C(N(CC)C(C)C)(C)C.ClC(Cl)(O[C:21](=[O:27])OC(Cl)(Cl)Cl)Cl.[Br:29][C:30]1[CH:31]=[C:32]2[C:37](=[CH:38][CH:39]=1)[N:36]([C:40](=[O:42])[CH3:41])[C@@H:35]([CH3:43])[CH2:34][NH:33]2. The catalyst is ClCCCl. The product is [C:40]([N:36]1[C:37]2[C:32](=[CH:31][C:30]([Br:29])=[CH:39][CH:38]=2)[N:33]([C:21]([O:6][CH:4]2[CH2:5][C:2]([F:7])([F:1])[CH2:3]2)=[O:27])[CH2:34][C@@H:35]1[CH3:43])(=[O:42])[CH3:41]. The yield is 0.890. (4) The reactants are [CH2:1]([N:8]([C@@H:19]([CH3:22])[CH2:20][OH:21])[CH2:9][CH:10]([C:12]1[CH:17]=[CH:16][CH:15]=[CH:14][N+:13]=1[O-:18])O)[C:2]1[CH:7]=[CH:6][CH:5]=[CH:4][CH:3]=1.C(=O)([O-])[O-].[Na+].[Na+]. The catalyst is S(=O)(=O)(O)O.O. The product is [CH2:1]([N:8]1[C@@H:19]([CH3:22])[CH2:20][O:21][CH:10]([C:12]2[CH:17]=[CH:16][CH:15]=[CH:14][N+:13]=2[O-:18])[CH2:9]1)[C:2]1[CH:7]=[CH:6][CH:5]=[CH:4][CH:3]=1. The yield is 0.450. (5) The reactants are [NH:1]1[CH2:4][CH:3]([O:5][C:6]2[C:11]([Cl:12])=[N:10][CH:9]=[CH:8][N:7]=2)[CH2:2]1.[NH:13]1[C:17]2[CH:18]=[CH:19][CH:20]=[CH:21][C:16]=2[N:15]=[C:14]1[C:22](O)=[O:23].CCN=C=NCCCN(C)C.C(O)CCC.CCN(C(C)C)C(C)C. The catalyst is C(Cl)Cl. The product is [NH:13]1[C:17]2[CH:18]=[CH:19][CH:20]=[CH:21][C:16]=2[N:15]=[C:14]1[C:22]([N:1]1[CH2:2][CH:3]([O:5][C:6]2[C:11]([Cl:12])=[N:10][CH:9]=[CH:8][N:7]=2)[CH2:4]1)=[O:23]. The yield is 0.400.